Dataset: Forward reaction prediction with 1.9M reactions from USPTO patents (1976-2016). Task: Predict the product of the given reaction. (1) Given the reactants [Br:1][C:2]1[CH:7]=[CH:6][C:5]([O:8][CH3:9])=[CH:4][CH:3]=1.[Cl:10][C:11]1[CH:19]=[C:18]([N+:20]([O-:22])=[O:21])[CH:17]=[CH:16][C:12]=1[C:13](Cl)=[O:14].[O-]S(C(F)(F)F)(=O)=O.[Bi+3].[O-]S(C(F)(F)F)(=O)=O.[O-]S(C(F)(F)F)(=O)=O, predict the reaction product. The product is: [Br:1][C:2]1[CH:7]=[CH:6][C:5]([O:8][CH3:9])=[C:4]([C:13]([C:12]2[CH:16]=[CH:17][C:18]([N+:20]([O-:22])=[O:21])=[CH:19][C:11]=2[Cl:10])=[O:14])[CH:3]=1. (2) Given the reactants C([O-])([O-])=O.[K+].[K+].[OH:7][C:8]1[CH:17]=[CH:16][C:15]([S:18]([N:21]2[CH2:26][CH2:25][CH2:24][CH2:23][CH2:22]2)(=[O:20])=[O:19])=[CH:14][C:9]=1[C:10]([O:12][CH3:13])=[O:11].Br[CH2:28][C:29]1[CH:34]=[CH:33][CH:32]=[CH:31][CH:30]=1, predict the reaction product. The product is: [C:29]1([CH2:28][O:7][C:8]2[CH:17]=[CH:16][C:15]([S:18]([N:21]3[CH2:26][CH2:25][CH2:24][CH2:23][CH2:22]3)(=[O:20])=[O:19])=[CH:14][C:9]=2[C:10]([O:12][CH3:13])=[O:11])[CH:34]=[CH:33][CH:32]=[CH:31][CH:30]=1.